Predict the product of the given reaction. From a dataset of Forward reaction prediction with 1.9M reactions from USPTO patents (1976-2016). (1) Given the reactants [Cl:1][C:2]1[CH:10]=[CH:9][C:8]([N+:11]([O-:13])=[O:12])=[CH:7][C:3]=1[C:4](Cl)=[O:5].[CH2:14]([NH2:16])[CH3:15], predict the reaction product. The product is: [CH2:14]([NH:16][C:4](=[O:5])[C:3]1[CH:7]=[C:8]([N+:11]([O-:13])=[O:12])[CH:9]=[CH:10][C:2]=1[Cl:1])[CH3:15]. (2) Given the reactants [Cl:1][C:2]1[CH:7]=[CH:6][C:5]([CH:8]2[C:12](=[O:13])[N:11]([C:14]([O:16][C:17]([CH3:20])([CH3:19])[CH3:18])=[O:15])[C:10]([CH3:22])([CH3:21])[CH2:9]2)=[CH:4][C:3]=1[F:23].[OH:24][Li].O, predict the reaction product. The product is: [C:17]([O:16][C:14]([NH:11][C:10]([CH3:22])([CH3:21])[CH2:9][CH:8]([C:5]1[CH:6]=[CH:7][C:2]([Cl:1])=[C:3]([F:23])[CH:4]=1)[C:12]([OH:24])=[O:13])=[O:15])([CH3:20])([CH3:19])[CH3:18]. (3) Given the reactants [CH3:1][C@H:2]1[CH2:7][C@@H:6]([OH:8])[C@H:5]([C:9]([CH3:11])=[CH2:10])[CH2:4][CH2:3]1, predict the reaction product. The product is: [CH3:1][CH:2]1[CH2:7][CH:6]([OH:8])[CH:5]([CH:9]([CH3:11])[CH3:10])[CH2:4][CH2:3]1.